This data is from NCI-60 drug combinations with 297,098 pairs across 59 cell lines. The task is: Regression. Given two drug SMILES strings and cell line genomic features, predict the synergy score measuring deviation from expected non-interaction effect. (1) Drug 1: CC12CCC(CC1=CCC3C2CCC4(C3CC=C4C5=CN=CC=C5)C)O. Drug 2: CN(CCCl)CCCl.Cl. Cell line: SF-268. Synergy scores: CSS=8.20, Synergy_ZIP=-0.957, Synergy_Bliss=-0.0582, Synergy_Loewe=-6.03, Synergy_HSA=-3.30. (2) Drug 1: CC1=C2C(C(=O)C3(C(CC4C(C3C(C(C2(C)C)(CC1OC(=O)C(C(C5=CC=CC=C5)NC(=O)OC(C)(C)C)O)O)OC(=O)C6=CC=CC=C6)(CO4)OC(=O)C)OC)C)OC. Drug 2: C1CC(=O)NC(=O)C1N2CC3=C(C2=O)C=CC=C3N. Cell line: ACHN. Synergy scores: CSS=22.6, Synergy_ZIP=-3.23, Synergy_Bliss=-7.82, Synergy_Loewe=-8.56, Synergy_HSA=-6.08. (3) Drug 1: COC1=C(C=C2C(=C1)N=CN=C2NC3=CC(=C(C=C3)F)Cl)OCCCN4CCOCC4. Drug 2: CC12CCC3C(C1CCC2=O)CC(=C)C4=CC(=O)C=CC34C. Cell line: BT-549. Synergy scores: CSS=43.1, Synergy_ZIP=-3.19, Synergy_Bliss=-3.05, Synergy_Loewe=-7.30, Synergy_HSA=-0.541. (4) Drug 1: CNC(=O)C1=CC=CC=C1SC2=CC3=C(C=C2)C(=NN3)C=CC4=CC=CC=N4. Drug 2: COC1=C2C(=CC3=C1OC=C3)C=CC(=O)O2. Cell line: UO-31. Synergy scores: CSS=0.106, Synergy_ZIP=0.853, Synergy_Bliss=2.60, Synergy_Loewe=1.52, Synergy_HSA=1.02. (5) Drug 1: COC1=CC(=CC(=C1O)OC)C2C3C(COC3=O)C(C4=CC5=C(C=C24)OCO5)OC6C(C(C7C(O6)COC(O7)C8=CC=CS8)O)O. Drug 2: CC1=C2C(C(=O)C3(C(CC4C(C3C(C(C2(C)C)(CC1OC(=O)C(C(C5=CC=CC=C5)NC(=O)C6=CC=CC=C6)O)O)OC(=O)C7=CC=CC=C7)(CO4)OC(=O)C)O)C)OC(=O)C. Cell line: NCI-H522. Synergy scores: CSS=51.7, Synergy_ZIP=-8.03, Synergy_Bliss=-8.74, Synergy_Loewe=-6.39, Synergy_HSA=-4.00. (6) Drug 1: CC1=CC2C(CCC3(C2CCC3(C(=O)C)OC(=O)C)C)C4(C1=CC(=O)CC4)C. Drug 2: C1CNP(=O)(OC1)N(CCCl)CCCl. Cell line: UACC62. Synergy scores: CSS=-4.07, Synergy_ZIP=-0.249, Synergy_Bliss=-5.61, Synergy_Loewe=-5.08, Synergy_HSA=-5.82. (7) Drug 1: CN1CCC(CC1)COC2=C(C=C3C(=C2)N=CN=C3NC4=C(C=C(C=C4)Br)F)OC. Drug 2: C1CCC(C(C1)N)N.C(=O)(C(=O)[O-])[O-].[Pt+4]. Cell line: UACC62. Synergy scores: CSS=17.3, Synergy_ZIP=-4.49, Synergy_Bliss=1.13, Synergy_Loewe=-0.267, Synergy_HSA=2.84. (8) Drug 1: C1=CC(=CC=C1CCC2=CNC3=C2C(=O)NC(=N3)N)C(=O)NC(CCC(=O)O)C(=O)O. Drug 2: C1=CN(C(=O)N=C1N)C2C(C(C(O2)CO)O)O.Cl. Cell line: LOX IMVI. Synergy scores: CSS=48.9, Synergy_ZIP=-1.03, Synergy_Bliss=-2.48, Synergy_Loewe=-4.78, Synergy_HSA=0.952. (9) Drug 1: CC1C(C(CC(O1)OC2CC(CC3=C2C(=C4C(=C3O)C(=O)C5=C(C4=O)C(=CC=C5)OC)O)(C(=O)C)O)N)O.Cl. Drug 2: C1=NC2=C(N1)C(=S)N=CN2. Cell line: PC-3. Synergy scores: CSS=20.7, Synergy_ZIP=-9.03, Synergy_Bliss=-7.79, Synergy_Loewe=-15.0, Synergy_HSA=-5.32. (10) Drug 1: C1=CC(=CC=C1C#N)C(C2=CC=C(C=C2)C#N)N3C=NC=N3. Drug 2: CCC1=C2CN3C(=CC4=C(C3=O)COC(=O)C4(CC)O)C2=NC5=C1C=C(C=C5)O. Cell line: COLO 205. Synergy scores: CSS=37.3, Synergy_ZIP=0.642, Synergy_Bliss=0.238, Synergy_Loewe=-61.8, Synergy_HSA=-2.32.